Dataset: CYP2D6 inhibition data for predicting drug metabolism from PubChem BioAssay. Task: Regression/Classification. Given a drug SMILES string, predict its absorption, distribution, metabolism, or excretion properties. Task type varies by dataset: regression for continuous measurements (e.g., permeability, clearance, half-life) or binary classification for categorical outcomes (e.g., BBB penetration, CYP inhibition). Dataset: cyp2d6_veith. (1) The compound is CSc1nnc2c(n1)OC(C)N(C(=O)c1ccccc1)c1ccccc1-2. The result is 0 (non-inhibitor). (2) The molecule is COc1ccc2c3c1O[C@@H]1C(=O)CC[C@@]4(O)[C@@H](C2)N(CC2CC2)CC[C@]314. The result is 1 (inhibitor). (3) The drug is CN(Cc1ccco1)c1cc(-c2ccccc2Cl)ncn1. The result is 0 (non-inhibitor). (4) The compound is N=c1ccn2c(n1)O[C@H]1[C@@H](OP(=O)(O)O)[C@H](CO)O[C@H]12. The result is 0 (non-inhibitor). (5) The drug is CCCCn1nc2cc(C(=O)NCc3ccc(OC(F)(F)F)cc3)ccc2c1OCC. The result is 0 (non-inhibitor). (6) The compound is NC(=S)Nc1cc2ccccc2c2ccccc12. The result is 1 (inhibitor). (7) The molecule is CCn1c(-c2ccc(N(C)C)cc2)nc2ccccc21. The result is 0 (non-inhibitor). (8) The result is 0 (non-inhibitor). The molecule is CC(C)NC(=O)N1CCC2(CCNCC2)CC1.